This data is from Forward reaction prediction with 1.9M reactions from USPTO patents (1976-2016). The task is: Predict the product of the given reaction. The product is: [F:19][C:20]([F:25])([F:24])[C:21]([OH:23])=[O:22].[C:11]([CH2:10][C@@H:9]([C:15]([O:17][CH3:18])=[O:16])[NH2:8])([CH3:14])([CH3:12])[CH3:13]. Given the reactants C(OC([NH:8][C@H:9]([C:15]([O:17][CH3:18])=[O:16])[CH2:10][C:11]([CH3:14])([CH3:13])[CH3:12])=O)(C)(C)C.[F:19][C:20]([F:25])([F:24])[C:21]([OH:23])=[O:22].ClCCl, predict the reaction product.